From a dataset of NCI-60 drug combinations with 297,098 pairs across 59 cell lines. Regression. Given two drug SMILES strings and cell line genomic features, predict the synergy score measuring deviation from expected non-interaction effect. (1) Drug 1: CS(=O)(=O)C1=CC(=C(C=C1)C(=O)NC2=CC(=C(C=C2)Cl)C3=CC=CC=N3)Cl. Drug 2: CC1=C(N=C(N=C1N)C(CC(=O)N)NCC(C(=O)N)N)C(=O)NC(C(C2=CN=CN2)OC3C(C(C(C(O3)CO)O)O)OC4C(C(C(C(O4)CO)O)OC(=O)N)O)C(=O)NC(C)C(C(C)C(=O)NC(C(C)O)C(=O)NCCC5=NC(=CS5)C6=NC(=CS6)C(=O)NCCC[S+](C)C)O. Cell line: NCIH23. Synergy scores: CSS=5.64, Synergy_ZIP=-7.31, Synergy_Bliss=-13.0, Synergy_Loewe=-23.3, Synergy_HSA=-12.6. (2) Drug 1: CCC(=C(C1=CC=CC=C1)C2=CC=C(C=C2)OCCN(C)C)C3=CC=CC=C3.C(C(=O)O)C(CC(=O)O)(C(=O)O)O. Drug 2: C1=CN(C=N1)CC(O)(P(=O)(O)O)P(=O)(O)O. Cell line: PC-3. Synergy scores: CSS=1.50, Synergy_ZIP=1.13, Synergy_Bliss=2.20, Synergy_Loewe=0.248, Synergy_HSA=0.214. (3) Drug 1: C(=O)(N)NO. Drug 2: COC1=NC(=NC2=C1N=CN2C3C(C(C(O3)CO)O)O)N. Cell line: OVCAR-4. Synergy scores: CSS=2.81, Synergy_ZIP=-1.76, Synergy_Bliss=-0.728, Synergy_Loewe=-1.18, Synergy_HSA=0.00639. (4) Drug 1: CCCS(=O)(=O)NC1=C(C(=C(C=C1)F)C(=O)C2=CNC3=C2C=C(C=N3)C4=CC=C(C=C4)Cl)F. Drug 2: C1=CN(C(=O)N=C1N)C2C(C(C(O2)CO)O)O.Cl. Cell line: UACC-257. Synergy scores: CSS=43.3, Synergy_ZIP=-1.69, Synergy_Bliss=0.512, Synergy_Loewe=-1.71, Synergy_HSA=0.441. (5) Drug 1: CC1CCC2CC(C(=CC=CC=CC(CC(C(=O)C(C(C(=CC(C(=O)CC(OC(=O)C3CCCCN3C(=O)C(=O)C1(O2)O)C(C)CC4CCC(C(C4)OC)O)C)C)O)OC)C)C)C)OC. Cell line: HOP-92. Synergy scores: CSS=21.6, Synergy_ZIP=-6.02, Synergy_Bliss=4.18, Synergy_Loewe=-1.53, Synergy_HSA=3.59. Drug 2: CC1=C(N=C(N=C1N)C(CC(=O)N)NCC(C(=O)N)N)C(=O)NC(C(C2=CN=CN2)OC3C(C(C(C(O3)CO)O)O)OC4C(C(C(C(O4)CO)O)OC(=O)N)O)C(=O)NC(C)C(C(C)C(=O)NC(C(C)O)C(=O)NCCC5=NC(=CS5)C6=NC(=CS6)C(=O)NCCC[S+](C)C)O. (6) Drug 1: CC(CN1CC(=O)NC(=O)C1)N2CC(=O)NC(=O)C2. Drug 2: COC1=CC(=CC(=C1O)OC)C2C3C(COC3=O)C(C4=CC5=C(C=C24)OCO5)OC6C(C(C7C(O6)COC(O7)C8=CC=CS8)O)O. Cell line: HS 578T. Synergy scores: CSS=36.8, Synergy_ZIP=6.06, Synergy_Bliss=8.13, Synergy_Loewe=8.01, Synergy_HSA=11.6. (7) Drug 1: C1=CC(=C2C(=C1NCCNCCO)C(=O)C3=C(C=CC(=C3C2=O)O)O)NCCNCCO. Drug 2: C1=NC(=NC(=O)N1C2C(C(C(O2)CO)O)O)N. Cell line: M14. Synergy scores: CSS=30.5, Synergy_ZIP=7.22, Synergy_Bliss=8.79, Synergy_Loewe=-5.18, Synergy_HSA=9.37. (8) Drug 1: CC1C(C(CC(O1)OC2CC(OC(C2O)C)OC3=CC4=CC5=C(C(=O)C(C(C5)C(C(=O)C(C(C)O)O)OC)OC6CC(C(C(O6)C)O)OC7CC(C(C(O7)C)O)OC8CC(C(C(O8)C)O)(C)O)C(=C4C(=C3C)O)O)O)O. Drug 2: CCC1(CC2CC(C3=C(CCN(C2)C1)C4=CC=CC=C4N3)(C5=C(C=C6C(=C5)C78CCN9C7C(C=CC9)(C(C(C8N6C)(C(=O)OC)O)OC(=O)C)CC)OC)C(=O)OC)O.OS(=O)(=O)O. Cell line: BT-549. Synergy scores: CSS=35.9, Synergy_ZIP=1.26, Synergy_Bliss=2.89, Synergy_Loewe=2.03, Synergy_HSA=2.24. (9) Drug 1: CC12CCC3C(C1CCC2=O)CC(=C)C4=CC(=O)C=CC34C. Drug 2: CC1=C(C=C(C=C1)C(=O)NC2=CC(=CC(=C2)C(F)(F)F)N3C=C(N=C3)C)NC4=NC=CC(=N4)C5=CN=CC=C5. Cell line: OVCAR-8. Synergy scores: CSS=62.8, Synergy_ZIP=-0.262, Synergy_Bliss=-0.763, Synergy_Loewe=-2.47, Synergy_HSA=-3.10.